Dataset: Catalyst prediction with 721,799 reactions and 888 catalyst types from USPTO. Task: Predict which catalyst facilitates the given reaction. (1) Reactant: [N+:1]([C:4]1[CH:15]=[CH:14][CH:13]=[CH:12][C:5]=1[CH2:6][NH:7][CH2:8][CH:9]([OH:11])[CH3:10])([O-:3])=[O:2].C(N(CC)CC)C.[C:23](Cl)(Cl)=[S:24]. Product: [CH3:10][CH:9]1[O:11][C:23](=[S:24])[N:7]([CH2:6][C:5]2[CH:12]=[CH:13][CH:14]=[CH:15][C:4]=2[N+:1]([O-:3])=[O:2])[CH2:8]1. The catalyst class is: 22. (2) Reactant: [CH3:1][C:2]1[CH:3]=[CH:4][C:5]2[N:6]([C:8]([C:19]3[CH:24]=[CH:23][CH:22]=[CH:21][CH:20]=3)=[C:9]([C:11]3[CH:18]=[CH:17][C:14]([CH:15]=O)=[CH:13][CH:12]=3)[N:10]=2)[N:7]=1.C(N(CC)CC)C.Cl.Cl.[NH:34]1[CH:38]=[CH:37][CH:36]=[C:35]1[C:39]1[NH:43][N:42]=[C:41]([CH:44]2[CH2:49][CH2:48][NH:47][CH2:46][CH2:45]2)[N:40]=1.C(O)(=O)C.[BH-](OC(C)=O)(OC(C)=O)OC(C)=O.[Na+]. Product: [CH3:1][C:2]1[CH:3]=[CH:4][C:5]2[N:6]([C:8]([C:19]3[CH:24]=[CH:23][CH:22]=[CH:21][CH:20]=3)=[C:9]([C:11]3[CH:18]=[CH:17][C:14]([CH2:15][N:47]4[CH2:48][CH2:49][CH:44]([C:41]5[NH:40][C:39]([C:35]6[NH:34][CH:38]=[CH:37][CH:36]=6)=[N:43][N:42]=5)[CH2:45][CH2:46]4)=[CH:13][CH:12]=3)[N:10]=2)[N:7]=1. The catalyst class is: 396. (3) Reactant: [CH2:1]([C@:8]1([OH:15])[CH2:13][CH2:12][NH:11][CH2:10][C@@H:9]1[OH:14])[C:2]1[CH:7]=[CH:6][CH:5]=[CH:4][CH:3]=1.[CH2:16]([O:23][C:24]1[CH:29]=[CH:28][C:27]([O:30][CH2:31][CH2:32]Cl)=[CH:26][CH:25]=1)[C:17]1[CH:22]=[CH:21][CH:20]=[CH:19][CH:18]=1.C([O-])([O-])=O.[K+].[K+].O. Product: [CH2:1]([C@:8]1([OH:15])[CH2:13][CH2:12][N:11]([CH2:32][CH2:31][O:30][C:27]2[CH:28]=[CH:29][C:24]([O:23][CH2:16][C:17]3[CH:22]=[CH:21][CH:20]=[CH:19][CH:18]=3)=[CH:25][CH:26]=2)[CH2:10][C@@H:9]1[OH:14])[C:2]1[CH:3]=[CH:4][CH:5]=[CH:6][CH:7]=1. The catalyst class is: 3. (4) Reactant: [Br-].[C:2]([O:6][C:7]([N:9]1[C:17]2[CH:16]=[CH:15][N+:14]([CH:18]([C:26]3[CH:31]=[CH:30][CH:29]=[CH:28][C:27]=3[Cl:32])[CH2:19][CH2:20][CH2:21][CH2:22][CH:23]([CH3:25])[CH3:24])=[CH:13][C:12]=2[CH:11]=[CH:10]1)=[O:8])([CH3:5])([CH3:4])[CH3:3].[BH4-].[Na+]. Product: [C:2]([O:6][C:7]([N:9]1[C:17]2[CH2:16][CH2:15][N:14]([CH:18]([C:26]3[CH:31]=[CH:30][CH:29]=[CH:28][C:27]=3[Cl:32])[CH2:19][CH2:20][CH2:21][CH2:22][C:23]([C:7]([O:6][CH2:2][CH3:3])=[O:8])([CH3:24])[CH3:25])[CH2:13][C:12]=2[CH:11]=[CH:10]1)=[O:8])([CH3:4])([CH3:5])[CH3:3]. The catalyst class is: 14. (5) Reactant: [Cl:1]N1C(=O)CCC1=O.C(O)(=O)C.C(NC(=O)[O-])C.[CH3:19][O:20][C:21]1[CH:22]=[CH:23][C:24]2[CH:25]([CH3:33])[CH:26]3[CH2:30][NH:29][CH2:28][CH:27]3[C:31]=2[CH:32]=1. The catalyst class is: 279. Product: [Cl:1][C:32]1[C:31]2[CH:27]3[CH2:28][NH:29][CH2:30][CH:26]3[CH:25]([CH3:33])[C:24]=2[CH:23]=[CH:22][C:21]=1[O:20][CH3:19].